Dataset: Peptide-MHC class II binding affinity with 134,281 pairs from IEDB. Task: Regression. Given a peptide amino acid sequence and an MHC pseudo amino acid sequence, predict their binding affinity value. This is MHC class II binding data. (1) The peptide sequence is ISATPEWATPFPHRK. The MHC is DRB1_0101 with pseudo-sequence DRB1_0101. The binding affinity (normalized) is 0.0440. (2) The peptide sequence is ATFIVDPDNTIQHVSVNNLN. The MHC is HLA-DQA10301-DQB10302 with pseudo-sequence HLA-DQA10301-DQB10302. The binding affinity (normalized) is 0.304.